Dataset: Catalyst prediction with 721,799 reactions and 888 catalyst types from USPTO. Task: Predict which catalyst facilitates the given reaction. (1) Reactant: [CH:1]1([C:4]2[N:9]=[N:8][C:7]([NH2:10])=[CH:6][CH:5]=2)[CH2:3][CH2:2]1.[CH3:11][C:12]1[C:16]([CH2:17][O:18][C:19]2[CH:24]=[CH:23][C:22]([S:25](Cl)(=[O:27])=[O:26])=[CH:21][CH:20]=2)=[C:15]([CH3:29])[O:14][N:13]=1. The catalyst class is: 17. Product: [CH:1]1([C:4]2[N:9]=[N:8][C:7]([NH:10][S:25]([C:22]3[CH:21]=[CH:20][C:19]([O:18][CH2:17][C:16]4[C:12]([CH3:11])=[N:13][O:14][C:15]=4[CH3:29])=[CH:24][CH:23]=3)(=[O:26])=[O:27])=[CH:6][CH:5]=2)[CH2:3][CH2:2]1. (2) Reactant: [CH2:1]([NH:5][C:6]1[CH:11]=[CH:10][N:9]2[N:12]=[CH:13][C:14]([CH:15]=O)=[C:8]2[N:7]=1)[CH:2]([CH3:4])[CH3:3].[NH:17]1[CH2:23][C:21](=[O:22])[NH:20][C:18]1=[O:19].N1CCCCC1. Product: [CH2:1]([NH:5][C:6]1[CH:11]=[CH:10][N:9]2[N:12]=[CH:13][C:14]([CH:15]=[C:23]3[NH:17][C:18](=[O:19])[NH:20][C:21]3=[O:22])=[C:8]2[N:7]=1)[CH:2]([CH3:3])[CH3:4]. The catalyst class is: 10. (3) Product: [Cl:1][C:2]1[N:3]=[C:4]([N:12]2[CH2:17][CH2:16][O:15][CH2:14][CH2:13]2)[C:5]([S:9][CH3:10])=[C:6]([Cl:8])[N:7]=1. The catalyst class is: 1. Reactant: [Cl:1][C:2]1[N:7]=[C:6]([Cl:8])[C:5]([S:9][CH3:10])=[C:4](Cl)[N:3]=1.[NH:12]1[CH2:17][CH2:16][O:15][CH2:14][CH2:13]1. (4) Reactant: C([O:3][CH:4](OCC)[C:5]1[O:13][C:12]2[C:11]([C:14]3[CH:19]=[C:18]([CH2:20][N:21]4[CH2:25][CH2:24][CH2:23][CH2:22]4)[CH:17]=[CH:16][C:15]=3[O:26][CH3:27])=[CH:10][N:9]=[CH:8][C:7]=2[CH:6]=1)C.Cl.C(=O)(O)[O-].[Na+]. Product: [CH3:27][O:26][C:15]1[CH:16]=[CH:17][C:18]([CH2:20][N:21]2[CH2:22][CH2:23][CH2:24][CH2:25]2)=[CH:19][C:14]=1[C:11]1[C:12]2[O:13][C:5]([CH:4]=[O:3])=[CH:6][C:7]=2[CH:8]=[N:9][CH:10]=1. The catalyst class is: 7. (5) Reactant: [Br:1][C:2]1[CH:3]=[CH:4][CH:5]=[C:6]2[C:11]=1[N:10]=[C:9]([NH:12][C:13]([CH3:16])([CH3:15])[CH3:14])[C:8](Cl)=[N:7]2.[Br:18][C:19]1[CH:28]=[CH:27][CH:26]=[C:25]2[C:20]=1[N:21]=[C:22](Cl)[C:23]([NH:29][C:30]([CH3:33])([CH3:32])[CH3:31])=[N:24]2.[F-:35].[K+]. Product: [Br:1][C:2]1[CH:3]=[CH:4][CH:5]=[C:6]2[C:11]=1[N:10]=[C:9]([NH:12][C:13]([CH3:16])([CH3:15])[CH3:14])[C:8]([F:35])=[N:7]2.[Br:18][C:19]1[CH:28]=[CH:27][CH:26]=[C:25]2[C:20]=1[N:21]=[C:22]([F:35])[C:23]([NH:29][C:30]([CH3:33])([CH3:32])[CH3:31])=[N:24]2. The catalyst class is: 549. (6) Reactant: O.[F:2][C:3]1[CH:8]=[CH:7][C:6]([C:9]2[NH:13][N:12]=[C:11]([C:14](O)=[O:15])[C:10]=2[C:17]2[CH:22]=[CH:21][N:20]=[CH:19][CH:18]=2)=[CH:5][CH:4]=1.[H-].[Al+3].[Li+].[H-].[H-].[H-].[OH-].[K+]. Product: [F:2][C:3]1[CH:4]=[CH:5][C:6]([C:9]2[NH:13][N:12]=[C:11]([CH2:14][OH:15])[C:10]=2[C:17]2[CH:18]=[CH:19][N:20]=[CH:21][CH:22]=2)=[CH:7][CH:8]=1. The catalyst class is: 20. (7) Reactant: [N:1]1([CH2:6][CH2:7][CH2:8][O:9][C:10]2[CH:15]=[CH:14][C:13]([C:16]3([CH:22]4O[CH:25]=[N:24][CH:23]4S(C4C=CC(C)=CC=4)(=O)=O)[CH2:21][CH2:20][O:19][CH2:18][CH2:17]3)=[CH:12][CH:11]=2)[CH2:5][CH2:4][CH2:3][CH2:2]1.[NH3:37]. Product: [N:1]1([CH2:6][CH2:7][CH2:8][O:9][C:10]2[CH:11]=[CH:12][C:13]([C:16]3([C:22]4[N:37]=[CH:25][NH:24][CH:23]=4)[CH2:21][CH2:20][O:19][CH2:18][CH2:17]3)=[CH:14][CH:15]=2)[CH2:2][CH2:3][CH2:4][CH2:5]1. The catalyst class is: 14.